This data is from Reaction yield outcomes from USPTO patents with 853,638 reactions. The task is: Predict the reaction yield, written as a fraction of the theoretical maximum amount of product (1.0 means a 100% yield; for example, 0.34 means a 34% yield). (1) The reactants are [CH3:1][O:2][CH2:3][C:4]1([C:10]([N:12]2[CH2:18][C:17]3[CH:19]=[CH:20][C:21]([C:23]([O:25]C)=O)=[CH:22][C:16]=3[O:15][CH2:14][C@@H:13]2[CH3:27])=[O:11])[CH2:9][CH2:8]C[CH2:6][CH2:5]1.[NH2:28][OH:29].[OH-:30].[Na+]. The catalyst is C1COCC1.CO. The product is [OH:29][NH:28][C:23]([C:21]1[CH:20]=[CH:19][C:17]2[CH2:18][N:12]([C:10]([C:4]3([CH2:3][O:2][CH3:1])[CH2:5][CH2:6][O:30][CH2:8][CH2:9]3)=[O:11])[C@@H:13]([CH3:27])[CH2:14][O:15][C:16]=2[CH:22]=1)=[O:25]. The yield is 0.0900. (2) The reactants are [F:1][C:2]1[CH:26]=[CH:25][CH:24]=[C:23]([F:27])[C:3]=1[O:4][C:5]1[CH:6]=[N:7][N:8]([CH:12]([CH2:16][CH:17]2[CH2:22][CH2:21][O:20][CH2:19][CH2:18]2)[C:13]([OH:15])=O)[C:9](=[O:11])[CH:10]=1.[C:28]([Si:32]([CH3:43])([CH3:42])[O:33][CH2:34][CH2:35][N:36]1[CH:40]=[CH:39][C:38]([NH2:41])=[N:37]1)([CH3:31])([CH3:30])[CH3:29]. No catalyst specified. The product is [C:28]([Si:32]([CH3:43])([CH3:42])[O:33][CH2:34][CH2:35][N:36]1[CH:40]=[CH:39][C:38]([NH:41][C:13](=[O:15])[CH:12]([N:8]2[C:9](=[O:11])[CH:10]=[C:5]([O:4][C:3]3[C:2]([F:1])=[CH:26][CH:25]=[CH:24][C:23]=3[F:27])[CH:6]=[N:7]2)[CH2:16][CH:17]2[CH2:22][CH2:21][O:20][CH2:19][CH2:18]2)=[N:37]1)([CH3:31])([CH3:30])[CH3:29]. The yield is 0.470. (3) The reactants are [N:1]1[CH:6]=[CH:5][CH:4]=[C:3]([NH:7][S:8]([N:11]2[CH2:15][CH2:14][CH2:13][C@H:12]2[C:16]([OH:18])=O)(=[O:10])=[O:9])[CH:2]=1.[C:19]1([CH2:25][CH2:26][CH2:27][NH2:28])[CH:24]=[CH:23][CH:22]=[CH:21][CH:20]=1. No catalyst specified. The product is [C:19]1([CH2:25][CH2:26][CH2:27][NH:28][C:16]([C@@H:12]2[CH2:13][CH2:14][CH2:15][N:11]2[S:8](=[O:9])(=[O:10])[NH:7][C:3]2[CH:2]=[N:1][CH:6]=[CH:5][CH:4]=2)=[O:18])[CH:24]=[CH:23][CH:22]=[CH:21][CH:20]=1. The yield is 0.210. (4) The reactants are [CH3:1][C:2]1[N:11]=[C:10]([N:12]([C:14]2[CH:19]=[CH:18][C:17](N)=[CH:16][CH:15]=2)[CH3:13])[C:9]2[C:4](=[CH:5][CH:6]=[CH:7][CH:8]=2)[N:3]=1.[C:21]([BH3-])#[N:22].[Na+].[CH2:25]=O. The catalyst is CC(OCC1C2C(=CC=CC=2)C(COC(C)=O)=C2C=1C=CC=C2)=O. The product is [CH3:25][N:22]([CH3:21])[C:17]1[CH:18]=[CH:19][C:14]([N:12]([C:10]2[C:9]3[C:4](=[CH:5][CH:6]=[CH:7][CH:8]=3)[N:3]=[C:2]([CH3:1])[N:11]=2)[CH3:13])=[CH:15][CH:16]=1. The yield is 0.800. (5) The catalyst is C1COCC1. The product is [C:15]([O:19][C:20]([N:22]1[CH2:26][CH2:25][CH2:24][C:23]1([CH:30]([C:2]1[CH:7]=[CH:6][C:5]([Cl:8])=[C:4]([Cl:9])[N:3]=1)[OH:31])[CH2:27][CH2:28][CH3:29])=[O:21])([CH3:17])([CH3:18])[CH3:16]. The reactants are Br[C:2]1[CH:7]=[CH:6][C:5]([Cl:8])=[C:4]([Cl:9])[N:3]=1.C([Mg]Cl)(C)C.[C:15]([O:19][C:20]([N:22]1[CH2:26][CH2:25][CH2:24][C:23]1([CH:30]=[O:31])[CH2:27][CH2:28][CH3:29])=[O:21])([CH3:18])([CH3:17])[CH3:16]. The yield is 0.560. (6) The reactants are [F:1][C:2]1[CH:3]=[C:4]([C:10]2[C:15]([C:16]3[CH:21]=[CH:20][C:19]([O:22][CH3:23])=[C:18]([F:24])[CH:17]=3)=[N:14][NH:13][C:12](=[O:25])[CH:11]=2)[CH:5]=[CH:6][C:7]=1[O:8][CH3:9].[CH2:26](I)[CH3:27]. No catalyst specified. The product is [F:1][C:2]1[CH:3]=[C:4]([C:10]2[C:15]([C:16]3[CH:21]=[CH:20][C:19]([O:22][CH3:23])=[C:18]([F:24])[CH:17]=3)=[N:14][N:13]([CH2:26][CH3:27])[C:12](=[O:25])[CH:11]=2)[CH:5]=[CH:6][C:7]=1[O:8][CH3:9]. The yield is 0.972.